This data is from Reaction yield outcomes from USPTO patents with 853,638 reactions. The task is: Predict the reaction yield, written as a fraction of the theoretical maximum amount of product (1.0 means a 100% yield; for example, 0.34 means a 34% yield). (1) The reactants are [OH-].[Na+].C[O:4][C:5](=[O:25])[CH2:6][CH2:7][CH2:8][CH2:9][CH2:10][CH2:11][C:12]1[S:13][C:14]([C:17]2[CH:22]=[C:21]([Cl:23])[CH:20]=[CH:19][C:18]=2[OH:24])=[CH:15][N:16]=1. The catalyst is O.CO. The product is [Cl:23][C:21]1[CH:20]=[CH:19][C:18]([OH:24])=[C:17]([C:14]2[S:13][C:12]([CH2:11][CH2:10][CH2:9][CH2:8][CH2:7][CH2:6][C:5]([OH:25])=[O:4])=[N:16][CH:15]=2)[CH:22]=1. The yield is 0.950. (2) The reactants are C([O:3][C:4]([C:6]1[CH:7]=[N:8][N:9]([C:11]2[N:15](COCCOC)[C:14]3[CH:22]=[C:23]([Cl:27])[C:24]([NH2:26])=[CH:25][C:13]=3[N:12]=2)[CH:10]=1)=[O:5])C.C(OC(C1C=NN(C2N(COCCOC)C3C=C(Cl)C([N+]([O-])=O)=CC=3N=2)C=1)=O)C.[Cl-].[NH4+].CC(C)=O. The catalyst is [Zn].O. The product is [NH2:26][C:24]1[C:23]([Cl:27])=[CH:22][C:14]2[NH:15][C:11]([N:9]3[CH:10]=[C:6]([C:4]([OH:5])=[O:3])[CH:7]=[N:8]3)=[N:12][C:13]=2[CH:25]=1. The yield is 0.860.